From a dataset of Catalyst prediction with 721,799 reactions and 888 catalyst types from USPTO. Predict which catalyst facilitates the given reaction. (1) Reactant: [NH2:1][C:2]1[CH:14]=[C:13]2[C:5]([C:6]3[C:11]([CH2:15][CH2:16][CH2:17][CH3:18])([CH2:12]2)[CH2:10][CH2:9][C:8](=[O:19])[CH:7]=3)=[CH:4][C:3]=1[F:20].N#N.N1C=CC=CC=1.[C:29](Cl)(=[O:31])[CH3:30]. Product: [C:29]([NH:1][C:2]1[CH:14]=[C:13]2[C:5]([C:6]3[C:11]([CH2:15][CH2:16][CH2:17][CH3:18])([CH2:12]2)[CH2:10][CH2:9][C:8](=[O:19])[CH:7]=3)=[CH:4][C:3]=1[F:20])(=[O:31])[CH3:30]. The catalyst class is: 2. (2) Reactant: [Cl:1][C:2]1[C:11]([N:12]2[C:16](=[O:17])[NH:15][N:14]=[N:13]2)=[C:10]([Cl:18])[CH:9]=[CH:8][C:3]=1[C:4]([O:6][CH3:7])=[O:5].CI.[C:21](=O)([O-])[O-].[K+].[K+].O. Product: [Cl:1][C:2]1[C:11]([N:12]2[C:16](=[O:17])[N:15]([CH3:21])[N:14]=[N:13]2)=[C:10]([Cl:18])[CH:9]=[CH:8][C:3]=1[C:4]([O:6][CH3:7])=[O:5]. The catalyst class is: 9. (3) Reactant: C(OC([NH:11][C@H:12]1[CH2:17][CH2:16][C@@H:15]([C:18](=[O:22])[N:19]([CH3:21])[CH3:20])[CH2:14][C@@H:13]1[NH:23][C:24]([O:26][C:27]([CH3:30])([CH3:29])[CH3:28])=[O:25])=O)C1C=CC=CC=1.[H][H]. Product: [C:27]([O:26][C:24]([NH:23][C@@H:13]1[CH2:14][C@@H:15]([C:18](=[O:22])[N:19]([CH3:20])[CH3:21])[CH2:16][CH2:17][C@@H:12]1[NH2:11])=[O:25])([CH3:30])([CH3:28])[CH3:29]. The catalyst class is: 312. (4) Reactant: [CH3:1][S:2](Cl)(=[O:4])=[O:3].[N:6]([CH2:9][C:10]([C:13]1[C:18]([F:19])=[CH:17][N:16]=[C:15]([Br:20])[CH:14]=1)([OH:12])[CH3:11])=[N+:7]=[N-:8].CCN(CC)CC. Product: [N:6]([CH2:9][C:10]([O:12][S:2]([CH3:1])(=[O:4])=[O:3])([C:13]1[C:18]([F:19])=[CH:17][N:16]=[C:15]([Br:20])[CH:14]=1)[CH3:11])=[N+:7]=[N-:8]. The catalyst class is: 2. (5) Reactant: [C:1]1([C:3](=[CH:5][CH:6]=[CH:7][CH:8]=1)[OH:4])[OH:2].N[C@H](C(O)=O)[CH2:11][C:12]1[CH:21]=C2C(C=CC=C2)=C[CH:13]=1.Br[CH2:26][CH:27]([CH3:29])[CH3:28].[OH-].[K+]. Product: [CH3:11][CH:12]([CH3:21])[CH2:13][O:2][C:1]1[CH:8]=[CH:7][CH:6]=[CH:5][C:3]=1[O:4][CH2:26][CH:27]([CH3:29])[CH3:28]. The catalyst class is: 8.